Dataset: Reaction yield outcomes from USPTO patents with 853,638 reactions. Task: Predict the reaction yield, written as a fraction of the theoretical maximum amount of product (1.0 means a 100% yield; for example, 0.34 means a 34% yield). (1) The reactants are [OH:1][CH2:2][C@@H:3]([NH:8][C:9](=[O:15])[O:10][C:11]([CH3:14])([CH3:13])[CH3:12])[CH2:4][CH2:5][S:6][CH3:7].C(N(CC)CC)C.[CH3:23][S:24](Cl)(=[O:26])=[O:25]. The yield is 0.750. The product is [CH3:23][S:24]([O:1][CH2:2][C@@H:3]([NH:8][C:9]([O:10][C:11]([CH3:12])([CH3:14])[CH3:13])=[O:15])[CH2:4][CH2:5][S:6][CH3:7])(=[O:26])=[O:25]. The catalyst is C(Cl)Cl. (2) The reactants are Cl.[F:2][C:3]1[C:8]([NH:9][C:10]2[C:15]([C:16]3[N:24]=[CH:23][N:22]=[C:21]4[C:17]=3[N:18]=[CH:19][N:20]4C3CCCCO3)=[CH:14][CH:13]=[CH:12][N:11]=2)=[C:7]([F:31])[CH:6]=[CH:5][C:4]=1[NH:32][S:33]([CH:36]1[CH2:41][CH2:40][CH2:39][CH2:38][CH2:37]1)(=[O:35])=[O:34]. No catalyst specified. The product is [N:24]1[C:16]([C:15]2[C:10]([NH:9][C:8]3[C:3]([F:2])=[C:4]([NH:32][S:33]([CH:36]4[CH2:41][CH2:40][CH2:39][CH2:38][CH2:37]4)(=[O:34])=[O:35])[CH:5]=[CH:6][C:7]=3[F:31])=[N:11][CH:12]=[CH:13][CH:14]=2)=[C:17]2[C:21]([NH:20][CH:19]=[N:18]2)=[N:22][CH:23]=1. The yield is 0.900. (3) The reactants are [NH2:1][C:2]1[C:7]([OH:8])=[C:6]([CH3:9])[CH:5]=[CH:4][N:3]=1.[C:10](N1C=CN=C1)(N1C=CN=C1)=[O:11].C(OCC)(=O)C. The catalyst is C1COCC1.O. The product is [CH3:9][C:6]1[CH:5]=[CH:4][N:3]=[C:2]2[NH:1][C:10](=[O:11])[O:8][C:7]=12. The yield is 0.350.